This data is from Full USPTO retrosynthesis dataset with 1.9M reactions from patents (1976-2016). The task is: Predict the reactants needed to synthesize the given product. (1) The reactants are: [CH3:1][O:2][C:3]1[CH:8]=[CH:7][C:6]([O:9][CH3:10])=[CH:5][C:4]=1[CH2:11][C:12]([OH:14])=O.CC[N:17](CC)CC.[C:22]1([CH3:32])[CH:27]=[CH:26]C(S(Cl)(=O)=O)=CC=1.[Cl:33][C:34]1[N:39]=[CH:38][N:37]=[C:36](CCCC)[C:35]=1[NH2:44]. Given the product [CH2:26]([NH:17][C:36]1[C:35]([NH:44][C:12](=[O:14])[CH2:11][C:4]2[CH:5]=[C:6]([O:9][CH3:10])[CH:7]=[CH:8][C:3]=2[O:2][CH3:1])=[C:34]([Cl:33])[N:39]=[CH:38][N:37]=1)[CH2:27][CH2:22][CH3:32], predict the reactants needed to synthesize it. (2) The reactants are: [OH:1][C@@:2]1([CH2:47][O:48][CH3:49])[CH2:7][CH2:6][CH2:5][CH2:4][C@H:3]1[N:8]1[C:12]([C:13]2[CH:18]=[CH:17][CH:16]=[CH:15][CH:14]=2)=[C:11]([C:19]([N:21]2[CH2:26][CH2:25][N:24](C(OCC3C=CC=CC=3)=O)[CH2:23][C@H:22]2[CH2:37][CH2:38][N:39]([CH3:46])[C:40]2[CH:45]=[CH:44][CH:43]=[CH:42][CH:41]=2)=[O:20])[N:10]=[CH:9]1. Given the product [CH:40]1([N:39]([CH3:46])[CH2:38][CH2:37][C@@H:22]2[CH2:23][NH:24][CH2:25][CH2:26][N:21]2[C:19]([C:11]2[N:10]=[CH:9][N:8]([C@@H:3]3[CH2:4][CH2:5][CH2:6][CH2:7][C@:2]3([CH2:47][O:48][CH3:49])[OH:1])[C:12]=2[C:13]2[CH:14]=[CH:15][CH:16]=[CH:17][CH:18]=2)=[O:20])[CH2:45][CH2:44][CH2:43][CH2:42][CH2:41]1, predict the reactants needed to synthesize it. (3) Given the product [SH:12][CH2:13][CH2:14][CH2:15][CH2:16][CH2:17][CH2:18][CH2:19][CH2:20][CH2:21][CH2:22][C:23]([O:7][CH2:6][C:5]1[CH:8]=[CH:9][CH:10]=[CH:11][C:4]=1[N+:1]([O-:3])=[O:2])=[O:24], predict the reactants needed to synthesize it. The reactants are: [N+:1]([C:4]1[CH:11]=[CH:10][CH:9]=[CH:8][C:5]=1[CH2:6][OH:7])([O-:3])=[O:2].[SH:12][CH2:13][CH2:14][CH2:15][CH2:16][CH2:17][CH2:18][CH2:19][CH2:20][CH2:21][CH2:22][C:23](O)=[O:24].C1CCC(N=C=NC2CCCCC2)CC1. (4) Given the product [CH3:25][O:26][C:27]1[CH:28]=[C:29]([NH:30][C:2]2[C:11]3[NH:12][N:13]=[CH:14][C:10]=3[C:9]3[CH:8]=[C:7]([I:24])[CH:6]=[CH:5][C:4]=3[N:3]=2)[CH:31]=[CH:32][C:33]=1[O:34][CH3:35], predict the reactants needed to synthesize it. The reactants are: Cl[C:2]1[C:11]2=[N:12][N:13](CC3C=CC(OC)=CC=3)[CH:14]=[C:10]2[C:9]2[CH:8]=[C:7]([I:24])[CH:6]=[CH:5][C:4]=2[N:3]=1.[CH3:25][O:26][C:27]1[CH:28]=[C:29]([CH:31]=[CH:32][C:33]=1[O:34][CH3:35])[NH2:30].Cl. (5) The reactants are: [CH2:1]([N:3]1[C@H:8]([CH3:9])[CH2:7][N:6]([C:10]([N:12]2[CH2:19][C:18]3[C:17]([NH2:20])=[N:16][NH:15][C:14]=3[C:13]2([CH3:22])[CH3:21])=[O:11])[C@@H:5]([CH3:23])[CH2:4]1)[CH3:2].Cl[C:25]1[C:30]([F:31])=[CH:29][N:28]=[C:27]([O:32][CH3:33])[N:26]=1. Given the product [CH2:1]([N:3]1[C@H:8]([CH3:9])[CH2:7][N:6]([C:10]([N:12]2[CH2:19][C:18]3[C:17]([NH:20][C:25]4[C:30]([F:31])=[CH:29][N:28]=[C:27]([O:32][CH3:33])[N:26]=4)=[N:16][NH:15][C:14]=3[C:13]2([CH3:22])[CH3:21])=[O:11])[C@@H:5]([CH3:23])[CH2:4]1)[CH3:2], predict the reactants needed to synthesize it. (6) Given the product [Cl:60][C:58]1[CH:57]=[CH:56][C:55]([F:61])=[C:54]([C:51]2[CH:52]=[CH:53][C:48]([CH2:47][C@@H:46]([NH:62][C:63]([C:65]3[N:66]=[N:67][NH:68][CH:69]=3)=[O:64])[CH2:45][C@@H:44]([NH:70][C:13](=[O:14])[CH2:12][CH2:11][CH2:10][NH:9][CH3:8])[C:43]([OH:42])=[O:71])=[CH:49][CH:50]=2)[CH:59]=1, predict the reactants needed to synthesize it. The reactants are: C(OC([CH2:8][NH:9][CH2:10][CH2:11][CH2:12][C:13](O)=[O:14])=O)(C)(C)C.CN(C(ON1N=NC2C=CC=NC1=2)=[N+](C)C)C.F[P-](F)(F)(F)(F)F.C([O:42][C:43](=[O:71])[C@H:44]([NH2:70])[CH2:45][C@H:46]([NH:62][C:63]([C:65]1[N:66]=[N:67][NH:68][CH:69]=1)=[O:64])[CH2:47][C:48]1[CH:53]=[CH:52][C:51]([C:54]2[CH:59]=[C:58]([Cl:60])[CH:57]=[CH:56][C:55]=2[F:61])=[CH:50][CH:49]=1)C.CCN(C(C)C)C(C)C.Cl.O1CCOCC1. (7) Given the product [F:1][C:2]1[CH:20]=[CH:19][CH:18]=[CH:17][C:3]=1[CH2:4][N:5]1[C:9]2=[N:10][CH:11]=[CH:12][CH:13]=[C:8]2[C:7]([C:14]2[N:15]=[C:30]([OH:31])[C:29]([N:23]3[CH2:24][CH:25]4[O:28][CH:21]([CH2:27][CH2:26]4)[CH2:22]3)=[C:35]([OH:36])[N:16]=2)=[N:6]1, predict the reactants needed to synthesize it. The reactants are: [F:1][C:2]1[CH:20]=[CH:19][CH:18]=[CH:17][C:3]=1[CH2:4][N:5]1[C:9]2=[N:10][CH:11]=[CH:12][CH:13]=[C:8]2[C:7]([C:14](=[NH:16])[NH2:15])=[N:6]1.[CH:21]12[O:28][CH:25]([CH2:26][CH2:27]1)[CH2:24][N:23]([CH:29]([C:35](OCC)=[O:36])[C:30](OCC)=[O:31])[CH2:22]2. (8) Given the product [N:11]1[CH:12]=[CH:13][C:8]([C:6]2[N:7]=[C:2]([NH:27][CH2:28][CH2:29][NH2:30])[C:3]3[C:16]4[CH2:17][CH2:18][CH2:19][CH2:20][C:15]=4[S:14][C:4]=3[N:5]=2)=[CH:9][CH:10]=1, predict the reactants needed to synthesize it. The reactants are: Cl[C:2]1[C:3]2[C:16]3[CH2:17][CH2:18][CH2:19][CH2:20][C:15]=3[S:14][C:4]=2[N:5]=[C:6]([C:8]2[CH:13]=[CH:12][N:11]=[CH:10][CH:9]=2)[N:7]=1.C(OC(=O)[NH:27][CH2:28][CH2:29][NH2:30])(C)(C)C.CCN(CC)CC. (9) Given the product [CH3:1][Si:2]([CH3:11])([CH3:10])[C:3]1[CH:8]=[CH:7][C:6]([C:17]([OH:19])=[O:18])=[CH:5][CH:4]=1, predict the reactants needed to synthesize it. The reactants are: [CH3:1][Si:2]([CH3:11])([CH3:10])[C:3]1[CH:8]=[CH:7][C:6](Br)=[CH:5][CH:4]=1.[Li]CCCC.[C:17](=[O:19])=[O:18].